From a dataset of Reaction yield outcomes from USPTO patents with 853,638 reactions. Predict the reaction yield, written as a fraction of the theoretical maximum amount of product (1.0 means a 100% yield; for example, 0.34 means a 34% yield). (1) The product is [ClH:34].[NH2:27][C:23]1([C:21]2[S:22][C:18]([C:13]3[CH:12]=[C:11]([NH:10][C:6]4[N:5]=[C:4]([CH:1]5[CH2:3][CH2:2]5)[CH:9]=[CH:8][N:7]=4)[CH:16]=[C:15]([CH3:17])[CH:14]=3)=[CH:19][N:20]=2)[CH2:26][CH2:25][CH2:24]1. The yield is 1.09. The catalyst is O1CCOCC1. The reactants are [CH:1]1([C:4]2[CH:9]=[CH:8][N:7]=[C:6]([NH:10][C:11]3[CH:12]=[C:13]([C:18]4[S:22][C:21]([C:23]5([NH:27]S(C(C)(C)C)=O)[CH2:26][CH2:25][CH2:24]5)=[N:20][CH:19]=4)[CH:14]=[C:15]([CH3:17])[CH:16]=3)[N:5]=2)[CH2:3][CH2:2]1.[ClH:34]. (2) The product is [CH2:39]([NH:46][CH:19]1[CH2:18][CH2:17][N:16]([CH2:15][C:13]2[CH:14]=[C:9]([N:8]([CH2:7][C:6]3[CH:32]=[CH:33][C:3]([O:2][CH3:1])=[CH:4][CH:5]=3)[C:26]3[CH:27]=[CH:28][CH:29]=[CH:30][CH:31]=3)[C:10]3[N:11]([CH:23]=[CH:24][N:25]=3)[N:12]=2)[CH2:21][CH2:20]1)[C:40]1[CH:45]=[CH:44][CH:43]=[CH:42][CH:41]=1. The catalyst is C(OCC)(=O)C.[OH-].[Na+]. The reactants are [CH3:1][O:2][C:3]1[CH:33]=[CH:32][C:6]([CH2:7][N:8]([C:26]2[CH:31]=[CH:30][CH:29]=[CH:28][CH:27]=2)[C:9]2[C:10]3[N:11]([CH:23]=[CH:24][N:25]=3)[N:12]=[C:13]([CH2:15][N:16]3[CH2:21][CH2:20][C:19](=O)[CH2:18][CH2:17]3)[CH:14]=2)=[CH:5][CH:4]=1.C1COCC1.[CH2:39]([NH2:46])[C:40]1[CH:45]=[CH:44][CH:43]=[CH:42][CH:41]=1.C(O[BH-](OC(=O)C)OC(=O)C)(=O)C.[Na+]. The yield is 0.860. (3) The reactants are Cl[C:2]1[O:3][C:4]2[C:5](=[C:7]([C:19]#[N:20])[C:8]([CH3:18])=[C:9]([C:12]3[CH:17]=[CH:16][CH:15]=[CH:14][CH:13]=3)[C:10]=2[F:11])[N:6]=1.C(N(C(C)C)CC)(C)C.Cl.[CH3:31][NH:32][CH2:33][CH2:34][C:35]([O:37][CH2:38][CH3:39])=[O:36]. The catalyst is ClCCl. The product is [C:19]([C:7]1[C:5]2[N:6]=[C:2]([CH2:31][NH:32][CH2:33][CH2:34][C:35]([O:37][CH2:38][CH3:39])=[O:36])[O:3][C:4]=2[C:10]([F:11])=[C:9]([C:12]2[CH:17]=[CH:16][CH:15]=[CH:14][CH:13]=2)[C:8]=1[CH3:18])#[N:20]. The yield is 0.810. (4) The reactants are [NH:1]([C:3]1[CH:21]=[CH:20][C:6]([C:7]([NH:9][C:10]2[CH:15]=[CH:14][C:13]([C:16]([F:19])([F:18])[F:17])=[CH:12][CH:11]=2)=[O:8])=[CH:5][N:4]=1)[NH2:2].[C:22]([NH:25][CH:26]([C:32](=O)[CH3:33])[C:27](OCC)=[O:28])(=[O:24])[CH3:23]. The catalyst is C(O)C. The product is [C:22]([NH:25][C:26]1[C:27](=[O:28])[N:1]([C:3]2[CH:21]=[CH:20][C:6]([C:7]([NH:9][C:10]3[CH:11]=[CH:12][C:13]([C:16]([F:19])([F:17])[F:18])=[CH:14][CH:15]=3)=[O:8])=[CH:5][N:4]=2)[NH:2][C:32]=1[CH3:33])(=[O:24])[CH3:23]. The yield is 0.460. (5) The reactants are [CH2:1]1[C:9]2[C:4](=[CH:5][CH:6]=[CH:7][CH:8]=2)[CH2:3][CH:2]1[NH:10][C:11]1[N:12]=[CH:13][C:14]2[CH2:20][N:19]([C:21]([C:23]3[CH:28]=[C:27]([C:29]#[C:30][Si](C)(C)C)[CH:26]=[CH:25][N:24]=3)=[O:22])[CH2:18][CH2:17][C:15]=2[N:16]=1.[F-].C([N+](CCCC)(CCCC)CCCC)CCC. The catalyst is O1CCCC1. The product is [C:29]([C:27]1[CH:26]=[CH:25][N:24]=[C:23]([C:21]([N:19]2[CH2:18][CH2:17][C:15]3[N:16]=[C:11]([NH:10][CH:2]4[CH2:1][C:9]5[C:4](=[CH:5][CH:6]=[CH:7][CH:8]=5)[CH2:3]4)[N:12]=[CH:13][C:14]=3[CH2:20]2)=[O:22])[CH:28]=1)#[CH:30]. The yield is 0.810. (6) The reactants are Cl.IC1C=CNC(=O)C=1[C:10]1[NH:11][C:12]2[C:20]([N:21]=1)=[C:19]([CH3:22])[C:18]1[C:17](=[O:23])[N:16]([CH:24]3[CH2:29][CH2:28][N:27]([CH3:30])[CH2:26][CH2:25]3)[C:15](=[O:31])[C:14]=1[CH:13]=2.Cl.Cl[C:34]1[CH:39]=[CH:38][NH:37][C:36](=[O:40])[C:35]=1C1NC2C(N=1)=C(C)C1C(=O)N(C3CCN(C)CC3)C(=O)C=1C=2.[NH2:63][CH2:64][C@@H:65]([OH:76])[CH2:66][O:67][C:68]1[CH:73]=[CH:72][C:71]([CH3:74])=[CH:70][C:69]=1[CH3:75].CCN(CC)CC. The catalyst is CCO. The product is [CH3:75][C:69]1[CH:70]=[C:71]([CH3:74])[CH:72]=[CH:73][C:68]=1[O:67][CH2:66][C@H:65]([OH:76])[CH2:64][NH:63][C:34]1[CH:39]=[CH:38][NH:37][C:36](=[O:40])[C:35]=1[N:11]1[C:12]2[C:20](=[C:19]([CH3:22])[C:18]3[C:17](=[O:23])[N:16]([CH:24]4[CH2:29][CH2:28][N:27]([CH3:30])[CH2:26][CH2:25]4)[C:15](=[O:31])[C:14]=3[CH:13]=2)[N:21]=[CH:10]1. The yield is 0.570. (7) The reactants are C([O:8][C:9]1[CH:17]=[C:16]([F:18])[CH:15]=[C:14]2[C:10]=1[C:11]([CH2:21][CH2:22][N:23]1[CH2:31][C:30]3[C:25](=[CH:26][CH:27]=[CH:28][CH:29]=3)[CH2:24]1)=[CH:12][N:13]2[CH2:19][CH3:20])C1C=CC=CC=1. The catalyst is CO.[Pd]. The product is [CH2:19]([N:13]1[C:14]2[CH:15]=[C:16]([F:18])[CH:17]=[C:9]([OH:8])[C:10]=2[C:11]([CH2:21][CH2:22][N:23]2[CH2:24][C:25]3[C:30](=[CH:29][CH:28]=[CH:27][CH:26]=3)[CH2:31]2)=[CH:12]1)[CH3:20]. The yield is 0.700. (8) The yield is 0.890. The catalyst is CO.C1COCC1. The product is [Cl:25][C:22]1[CH:21]=[CH:20][C:19]([NH:18][C:16]2[O:17][C:13]3[CH:12]=[CH:11][C:10]([OH:9])=[CH:26][C:14]=3[N:15]=2)=[CH:24][CH:23]=1. The reactants are C([O:9][C:10]1[CH:11]=[CH:12][C:13]2[O:17][C:16]([NH:18][C:19]3[CH:24]=[CH:23][C:22]([Cl:25])=[CH:21][CH:20]=3)=[N:15][C:14]=2[CH:26]=1)(=O)C1C=CC=CC=1.C([O-])([O-])=O.[K+].[K+].O.